This data is from Forward reaction prediction with 1.9M reactions from USPTO patents (1976-2016). The task is: Predict the product of the given reaction. Given the reactants [OH:1][C:2]1[CH:21]=[CH:20][C:5]2[CH:6]=[C:7]([C:9]3[CH:19]=[CH:18][C:12]([C:13]([O:15][CH2:16][CH3:17])=[O:14])=[CH:11][CH:10]=3)[S:8][C:4]=2[CH:3]=1.[Cl:22][C:23]1[CH:28]=[CH:27][CH:26]=[C:25]([Cl:29])[C:24]=1[C:30]1[C:34]([CH2:35]O)=[C:33]([CH:37]([CH3:39])[CH3:38])[O:32][N:31]=1.C1(P(C2C=CC=CC=2)C2C=CC=CC=2)C=CC=CC=1.N(C(OC(C)C)=O)=NC(OC(C)C)=O, predict the reaction product. The product is: [Cl:29][C:25]1[CH:26]=[CH:27][CH:28]=[C:23]([Cl:22])[C:24]=1[C:30]1[C:34]([CH2:35][O:1][C:2]2[CH:21]=[CH:20][C:5]3[CH:6]=[C:7]([C:9]4[CH:19]=[CH:18][C:12]([C:13]([O:15][CH2:16][CH3:17])=[O:14])=[CH:11][CH:10]=4)[S:8][C:4]=3[CH:3]=2)=[C:33]([CH:37]([CH3:39])[CH3:38])[O:32][N:31]=1.